From a dataset of Forward reaction prediction with 1.9M reactions from USPTO patents (1976-2016). Predict the product of the given reaction. (1) Given the reactants [F:1][C:2]1[C:7]2=[N:8][O:9][C:10]([CH3:11])=[C:6]2[CH:5]=[C:4]([C:12]([O:14][CH3:15])=[O:13])[C:3]=1[NH:16][C:17]1[CH:22]=[CH:21][CH:20]=[CH:19][C:18]=1[F:23].[I:24]N1C(=O)CCC1=O.C(O)(C(F)(F)F)=O, predict the reaction product. The product is: [F:1][C:2]1[C:7]2=[N:8][O:9][C:10]([CH3:11])=[C:6]2[CH:5]=[C:4]([C:12]([O:14][CH3:15])=[O:13])[C:3]=1[NH:16][C:17]1[CH:22]=[CH:21][C:20]([I:24])=[CH:19][C:18]=1[F:23]. (2) Given the reactants [F:1][C:2]1[CH:3]=[C:4]([CH:8]=[CH:9][C:10]=1[OH:11])[C:5]([OH:7])=[O:6].S(=O)(=O)(O)O.[CH2:17](O)[CH3:18], predict the reaction product. The product is: [CH2:17]([O:6][C:5](=[O:7])[C:4]1[CH:8]=[CH:9][C:10]([OH:11])=[C:2]([F:1])[CH:3]=1)[CH3:18]. (3) Given the reactants [C:1]([O:5][C:6]([N:8]1[CH2:12][CH:11]([OH:13])[CH2:10][CH:9]1[CH2:14][CH2:15][NH:16][C:17]([O:19][CH2:20][C:21]1[CH:26]=[CH:25][CH:24]=[CH:23][CH:22]=1)=[O:18])=[O:7])([CH3:4])([CH3:3])[CH3:2], predict the reaction product. The product is: [C:1]([O:5][C:6]([N:8]1[CH2:12][C:11](=[O:13])[CH2:10][CH:9]1[CH2:14][CH2:15][NH:16][C:17]([O:19][CH2:20][C:21]1[CH:22]=[CH:23][CH:24]=[CH:25][CH:26]=1)=[O:18])=[O:7])([CH3:4])([CH3:2])[CH3:3].